This data is from Full USPTO retrosynthesis dataset with 1.9M reactions from patents (1976-2016). The task is: Predict the reactants needed to synthesize the given product. (1) Given the product [O:30]=[S:2]1(=[O:1])[CH2:7][CH2:6][N:5]([C:8]([C:10]2[N:11]([C:35]3[CH:36]=[N:31][CH:32]=[N:33][CH:34]=3)[C:12]3[C:17]([CH:18]=2)=[CH:16][C:15]([C:19]([N:21]2[CH2:22][CH2:23][N:24]([CH:27]([CH3:28])[CH3:29])[CH2:25][CH2:26]2)=[O:20])=[CH:14][CH:13]=3)=[O:9])[CH2:4][CH2:3]1, predict the reactants needed to synthesize it. The reactants are: [O:1]=[S:2]1(=[O:30])[CH2:7][CH2:6][N:5]([C:8]([C:10]2[NH:11][C:12]3[C:17]([CH:18]=2)=[CH:16][C:15]([C:19]([N:21]2[CH2:26][CH2:25][N:24]([CH:27]([CH3:29])[CH3:28])[CH2:23][CH2:22]2)=[O:20])=[CH:14][CH:13]=3)=[O:9])[CH2:4][CH2:3]1.[N:31]1[CH:36]=[C:35](B(O)O)[CH:34]=[N:33][CH:32]=1.N1C=CC=CC=1. (2) Given the product [NH2:1][C:2]1[C:3]2[N:4]([C:8]([C@@H:27]3[CH2:32][CH2:31][CH2:30][CH2:29][N:28]3[C:38](=[O:39])/[CH:37]=[CH:36]/[CH2:35][O:34][CH3:33])=[N:9][C:10]=2[C:11]2[CH:26]=[CH:25][C:14]([C:15]([NH:17][C:18]3[S:19][C:20]([CH2:23][CH3:24])=[CH:21][N:22]=3)=[O:16])=[CH:13][CH:12]=2)[CH:5]=[CH:6][N:7]=1, predict the reactants needed to synthesize it. The reactants are: [NH2:1][C:2]1[C:3]2[N:4]([C:8]([C@@H:27]3[CH2:32][CH2:31][CH2:30][CH2:29][NH:28]3)=[N:9][C:10]=2[C:11]2[CH:26]=[CH:25][C:14]([C:15]([NH:17][C:18]3[S:19][C:20]([CH2:23][CH3:24])=[CH:21][N:22]=3)=[O:16])=[CH:13][CH:12]=2)[CH:5]=[CH:6][N:7]=1.[CH3:33][O:34][CH2:35]/[CH:36]=[CH:37]/[C:38](O)=[O:39].